From a dataset of Forward reaction prediction with 1.9M reactions from USPTO patents (1976-2016). Predict the product of the given reaction. (1) The product is: [CH3:19][C:20]([CH3:25])([CH3:24])[CH2:21][CH2:22]/[N:23]=[CH:12]/[C:11]1[CH:14]=[CH:15][CH:16]=[C:17]([F:18])[C:10]=1[NH:9][CH2:8][CH2:7][N:4]1[CH2:5][CH2:6][O:1][CH2:2][CH2:3]1. Given the reactants [O:1]1[CH2:6][CH2:5][N:4]([CH2:7][CH2:8][NH:9][C:10]2[C:17]([F:18])=[CH:16][CH:15]=[CH:14][C:11]=2[CH:12]=O)[CH2:3][CH2:2]1.[CH3:19][C:20]([CH3:25])([CH3:24])[CH2:21][CH2:22][NH2:23].[O-]S([O-])(=O)=O.[Mg+2], predict the reaction product. (2) Given the reactants [NH2:1][C:2]1[CH:7]=[CH:6][C:5]([C:8]2[CH:16]=[C:15]3[C:11]([CH2:12][N:13]([C@@H:18]([CH:23]([CH3:25])[CH3:24])[C:19]([O:21][CH3:22])=[O:20])[C:14]3=[O:17])=[CH:10][CH:9]=2)=[CH:4][CH:3]=1.[N:26]1[CH:31]=[C:30]([C:32]2[CH:40]=[CH:39][C:35]([C:36](Cl)=[O:37])=[CH:34][CH:33]=2)[CH:29]=[N:28][CH:27]=1, predict the reaction product. The product is: [CH3:24][CH:23]([CH3:25])[C@H:18]([N:13]1[CH2:12][C:11]2[C:15](=[CH:16][C:8]([C:5]3[CH:4]=[CH:3][C:2]([NH:1][C:36](=[O:37])[C:35]4[CH:34]=[CH:33][C:32]([C:30]5[CH:29]=[N:28][CH:27]=[N:26][CH:31]=5)=[CH:40][CH:39]=4)=[CH:7][CH:6]=3)=[CH:9][CH:10]=2)[C:14]1=[O:17])[C:19]([O:21][CH3:22])=[O:20]. (3) Given the reactants Cl.[F:2][C:3]1[CH:8]=[C:7]([F:9])[CH:6]=[CH:5][C:4]=1[NH:10][NH2:11].CCN(CC)CC.C(N(CC(O)=O)CC(O)=O)CN(CC([O-])=O)CC([O-])=O.O.O.[Na+].[Na+].Cl[C:44](=[CH2:47])[C:45]#[N:46].S(=O)(=O)(O)O, predict the reaction product. The product is: [F:2][C:3]1[CH:8]=[C:7]([F:9])[CH:6]=[CH:5][C:4]=1[N:10]1[C:45]([NH2:46])=[CH:44][CH:47]=[N:11]1. (4) Given the reactants [C:1]([C:3]1[CH:4]=[C:5]([S:10]([NH:13][C:14]2[S:15][CH:16]=[CH:17][N:18]=2)(=[O:12])=[O:11])[CH:6]=[CH:7][C:8]=1F)#[N:2].[Cl:19][C:20]1[CH:21]=[C:22]([OH:28])[CH:23]=[CH:24][C:25]=1[C:26]#[N:27].C(=O)([O-])[O-].[K+].[K+], predict the reaction product. The product is: [Cl:19][C:20]1[CH:21]=[C:22]([CH:23]=[CH:24][C:25]=1[C:26]#[N:27])[O:28][C:8]1[CH:7]=[CH:6][C:5]([S:10]([NH:13][C:14]2[S:15][CH:16]=[CH:17][N:18]=2)(=[O:12])=[O:11])=[CH:4][C:3]=1[C:1]#[N:2]. (5) Given the reactants [OH-].[Na+].[Br:3][C:4]1[CH:5]=[C:6]([C:18]([O:20]C)=O)[C:7]2[CH:8]=[N:9][N:10]([CH:13]3[CH2:17][CH2:16][CH2:15][CH2:14]3)[C:11]=2[CH:12]=1.[NH2:22][CH2:23][C:24]1[C:25](=[O:32])[NH:26][C:27]([CH3:31])=[CH:28][C:29]=1[CH3:30].C1CN([P+](ON2N=NC3C=CC=CC2=3)(N2CCCC2)N2CCCC2)CC1.F[P-](F)(F)(F)(F)F, predict the reaction product. The product is: [Br:3][C:4]1[CH:5]=[C:6]([C:18]([NH:22][CH2:23][C:24]2[C:25](=[O:32])[NH:26][C:27]([CH3:31])=[CH:28][C:29]=2[CH3:30])=[O:20])[C:7]2[CH:8]=[N:9][N:10]([CH:13]3[CH2:14][CH2:15][CH2:16][CH2:17]3)[C:11]=2[CH:12]=1. (6) Given the reactants [S:1]1[CH:5]=[C:4]([C:6](=[O:10])[CH2:7][CH2:8]Cl)[C:3]2[CH:11]=[CH:12][CH:13]=[CH:14][C:2]1=2.[O:15]1[C:19]2[C:20]([N:24]3[CH2:29][CH2:28][NH:27][CH2:26][CH2:25]3)=[CH:21][CH:22]=[CH:23][C:18]=2[CH:17]=[CH:16]1, predict the reaction product. The product is: [S:1]1[CH:5]=[C:4]([C:6](=[O:10])[CH2:7][CH2:8][N:27]2[CH2:28][CH2:29][N:24]([C:20]3[C:19]4[O:15][CH2:16][CH2:17][C:18]=4[CH:23]=[CH:22][CH:21]=3)[CH2:25][CH2:26]2)[C:3]2[CH:11]=[CH:12][CH:13]=[CH:14][C:2]1=2.